Dataset: Full USPTO retrosynthesis dataset with 1.9M reactions from patents (1976-2016). Task: Predict the reactants needed to synthesize the given product. (1) Given the product [CH2:3]([C:4]([CH3:10])=[O:5])[CH2:6][CH2:7][CH2:8][CH3:9].[CH:16](=[CH:15][C:17](=[O:18])[CH3:19])[CH2:2][CH2:1][CH3:3].[CH2:11]([C:10]([CH2:2][CH2:1][CH3:3])=[O:14])[CH2:12][CH3:13].[CH3:10][CH2:11][C:4](=[O:5])[CH2:3][CH2:6][CH2:7][CH2:8][CH3:9], predict the reactants needed to synthesize it. The reactants are: [CH2:1]([CH:3]([CH2:6][CH2:7][CH2:8][CH3:9])[CH:4]=[O:5])[CH3:2].[CH:10](=[O:14])[CH2:11][CH2:12][CH3:13].[CH2:15]([C:17]([CH3:19])=[O:18])[CH3:16]. (2) The reactants are: [CH2:1]([C:3]1[CH:8]=[CH:7][C:6]([CH:9]2[CH2:14][N:13]([C:15]([N:17]3[CH2:22][CH2:21][O:20][CH2:19][CH2:18]3)=[O:16])[CH2:12][CH:11]([C:23]([OH:25])=O)[CH2:10]2)=[CH:5][CH:4]=1)[CH3:2].O[NH:27][C:28]([C:30]1[CH:35]=[CH:34][CH:33]=[C:32]([C:36]([F:39])([F:38])[F:37])[CH:31]=1)=[NH:29]. Given the product [CH2:1]([C:3]1[CH:4]=[CH:5][C:6]([CH:9]2[CH2:10][CH:11]([C:23]3[O:25][N:29]=[C:28]([C:30]4[CH:35]=[CH:34][CH:33]=[C:32]([C:36]([F:37])([F:38])[F:39])[CH:31]=4)[N:27]=3)[CH2:12][N:13]([C:15]([N:17]3[CH2:18][CH2:19][O:20][CH2:21][CH2:22]3)=[O:16])[CH2:14]2)=[CH:7][CH:8]=1)[CH3:2], predict the reactants needed to synthesize it. (3) Given the product [CH3:1][C:2]1[CH:3]=[C:4]([CH:5]=[CH:6][C:7]=1[CH3:8])[CH2:9][C:10]1[CH:15]=[CH:14][C:13]([C:16]2[NH:20][C:19]3[CH:21]=[CH:22][C:23]([C:25]([NH2:27])=[O:26])=[CH:24][C:18]=3[N:17]=2)=[CH:12][CH:11]=1, predict the reactants needed to synthesize it. The reactants are: [CH3:1][C:2]1[CH:3]=[C:4]([CH:9](O)[C:10]2[CH:15]=[CH:14][C:13]([C:16]3[NH:20][C:19]4[CH:21]=[CH:22][C:23]([C:25]([NH2:27])=[O:26])=[CH:24][C:18]=4[N:17]=3)=[CH:12][CH:11]=2)[CH:5]=[CH:6][C:7]=1[CH3:8].N. (4) Given the product [CH3:28][N:20]([C:11]1([C:14]2[CH:15]=[CH:16][N:17]=[CH:18][CH:19]=2)[CH2:12][CH2:13][NH:8][CH2:9][CH2:10]1)[C:21](=[O:27])[O:22][C:23]([CH3:26])([CH3:24])[CH3:25], predict the reactants needed to synthesize it. The reactants are: C([N:8]1[CH2:13][CH2:12][C:11]([N:20]([CH3:28])[C:21](=[O:27])[O:22][C:23]([CH3:26])([CH3:25])[CH3:24])([C:14]2[CH:19]=[CH:18][N:17]=[CH:16][CH:15]=2)[CH2:10][CH2:9]1)C1C=CC=CC=1.C(O)(=O)C. (5) Given the product [CH3:24][N:25]([CH3:26])[C:19]([C:17]1([CH3:22])[O:16][C:15](=[O:23])[C:14]2[N:10]([C:4]3[CH:5]=[CH:6][C:7]([C:8]#[N:9])=[C:2]([Cl:1])[CH:3]=3)[CH:11]=[N:12][C:13]=2[CH2:18]1)=[O:20], predict the reactants needed to synthesize it. The reactants are: [Cl:1][C:2]1[CH:3]=[C:4]([N:10]2[C:14]3[C:15](=[O:23])[O:16][C:17]([CH3:22])([C:19](O)=[O:20])[CH2:18][C:13]=3[N:12]=[CH:11]2)[CH:5]=[CH:6][C:7]=1[C:8]#[N:9].[CH3:24][N:25](C(ON1N=NC2C=CC=CC1=2)=[N+](C)C)[CH3:26].[B-](F)(F)(F)F.Cl.CNC.CCN(C(C)C)C(C)C. (6) Given the product [C:24]([O:23][C:21]([N:18]1[CH2:19][CH2:20][N:15]([C:5]2[C:4]3[C:9](=[CH:10][C:11]([Cl:12])=[C:2]([C:32]4[CH:33]=[CH:34][C:29]([Cl:28])=[CH:30][CH:31]=4)[CH:3]=3)[N:8]=[C:7]([O:13][CH3:14])[N:6]=2)[CH2:16][CH2:17]1)=[O:22])([CH3:27])([CH3:26])[CH3:25], predict the reactants needed to synthesize it. The reactants are: Br[C:2]1[CH:3]=[C:4]2[C:9](=[CH:10][C:11]=1[Cl:12])[N:8]=[C:7]([O:13][CH3:14])[N:6]=[C:5]2[N:15]1[CH2:20][CH2:19][N:18]([C:21]([O:23][C:24]([CH3:27])([CH3:26])[CH3:25])=[O:22])[CH2:17][CH2:16]1.[Cl:28][C:29]1[CH:34]=[CH:33][C:32](B(O)O)=[CH:31][CH:30]=1.C([O-])([O-])=O.[Na+].[Na+]. (7) Given the product [CH:57]1([C:6]([CH:3]2[CH2:4][CH2:5]2)=[CH:7][CH2:8][NH:9][C@:10]23[CH2:53][CH2:52][C@@H:51]([C:54]([CH3:56])=[CH2:55])[C@@H:11]2[C@@H:12]2[C@@:25]([CH3:28])([CH2:26][CH2:27]3)[C@@:24]3([CH3:29])[C@@H:15]([C@:16]4([CH3:50])[C@@H:21]([CH2:22][CH2:23]3)[C:20]([CH3:31])([CH3:30])[C:19]([C:32]3[CH2:37][CH2:36][C@@:35]([CH2:48][F:49])([C:38]([OH:40])=[O:39])[CH2:34][CH:33]=3)=[CH:18][CH2:17]4)[CH2:14][CH2:13]2)[CH2:58][CH2:59]1, predict the reactants needed to synthesize it. The reactants are: [OH-].[Na+].[CH:3]1([C:6]([CH:57]2[CH2:59][CH2:58]2)=[CH:7][CH2:8][NH:9][C@:10]23[CH2:53][CH2:52][C@@H:51]([C:54]([CH3:56])=[CH2:55])[C@@H:11]2[C@@H:12]2[C@@:25]([CH3:28])([CH2:26][CH2:27]3)[C@@:24]3([CH3:29])[C@@H:15]([C@:16]4([CH3:50])[C@@H:21]([CH2:22][CH2:23]3)[C:20]([CH3:31])([CH3:30])[C:19]([C:32]3[CH2:37][CH2:36][C@@:35]([CH2:48][F:49])([C:38]([O:40]CC5C=CC=CC=5)=[O:39])[CH2:34][CH:33]=3)=[CH:18][CH2:17]4)[CH2:14][CH2:13]2)[CH2:5][CH2:4]1. (8) The reactants are: [CH3:1][O:2][C:3]1[CH:8]=[CH:7][C:6]([N:9]2[C:14](=[O:15])[C:13]([C:16]([O:18]CC)=[O:17])=[N:12][C:11]3[CH:21]=[CH:22][CH:23]=[N:24][C:10]2=3)=[CH:5][CH:4]=1.C(=O)([O-])[O-].[K+].[K+]. Given the product [CH3:1][O:2][C:3]1[CH:4]=[CH:5][C:6]([N:9]2[C:14](=[O:15])[C:13]([C:16]([OH:18])=[O:17])=[N:12][C:11]3[CH:21]=[CH:22][CH:23]=[N:24][C:10]2=3)=[CH:7][CH:8]=1, predict the reactants needed to synthesize it. (9) Given the product [Cl:1][C:2]1[N:10]([CH2:11][CH:12]=[CH2:13])[C:9]2[C:8](=[O:14])[NH:7][C:6](=[O:15])[N:5]([CH2:27][CH2:28][CH:29]3[CH2:31][CH2:30]3)[C:4]=2[N:3]=1, predict the reactants needed to synthesize it. The reactants are: [Cl:1][C:2]1[N:10]([CH2:11][CH:12]=[CH2:13])[C:9]2[C:8](=[O:14])[NH:7][C:6](=[O:15])[NH:5][C:4]=2[N:3]=1.C(=O)([O-])[O-].[Na+].[Na+].CS(O[CH2:27][CH2:28][CH:29]1[CH2:31][CH2:30]1)(=O)=O.